Dataset: HIV replication inhibition screening data with 41,000+ compounds from the AIDS Antiviral Screen. Task: Binary Classification. Given a drug SMILES string, predict its activity (active/inactive) in a high-throughput screening assay against a specified biological target. (1) The molecule is Cc1cc(S(=O)(=O)Nc2cc(=N)[nH][nH]2)c(SCc2nc(N)nc(N(C)C)n2)cc1Cl. The result is 0 (inactive). (2) The drug is COC(=O)C(Cc1cccc(OC)c1)NC(=O)OC(C)(C)C. The result is 0 (inactive).